Dataset: Peptide-MHC class I binding affinity with 185,985 pairs from IEDB/IMGT. Task: Regression. Given a peptide amino acid sequence and an MHC pseudo amino acid sequence, predict their binding affinity value. This is MHC class I binding data. (1) The binding affinity (normalized) is 0. The peptide sequence is RVRGLYFPA. The MHC is HLA-A68:01 with pseudo-sequence HLA-A68:01. (2) The peptide sequence is EIEKATYGVW. The MHC is Mamu-B17 with pseudo-sequence Mamu-B17. The binding affinity (normalized) is 0.504. (3) The peptide sequence is KIELPQRETW. The MHC is Mamu-B17 with pseudo-sequence Mamu-B17. The binding affinity (normalized) is 0.189. (4) The peptide sequence is RRIFDLIEL. The MHC is HLA-A02:01 with pseudo-sequence HLA-A02:01. The binding affinity (normalized) is 0.233. (5) The peptide sequence is SAVLYPFFL. The MHC is H-2-Kb with pseudo-sequence H-2-Kb. The binding affinity (normalized) is 0.467. (6) The peptide sequence is IYTVIYYIF. The MHC is HLA-A26:02 with pseudo-sequence HLA-A26:02. The binding affinity (normalized) is 0.351. (7) The peptide sequence is AAAATCALV. The MHC is HLA-A02:03 with pseudo-sequence HLA-A02:03. The binding affinity (normalized) is 0.796.